From a dataset of Full USPTO retrosynthesis dataset with 1.9M reactions from patents (1976-2016). Predict the reactants needed to synthesize the given product. (1) Given the product [CH2:7]([N:14]1[CH2:15][CH2:16][CH2:17][CH2:18][C:19](=[O:21])[CH2:22]1)[C:8]1[CH:9]=[CH:10][CH:11]=[CH:12][CH:13]=1, predict the reactants needed to synthesize it. The reactants are: CC([O-])(C)C.[K+].[CH2:7]([N:14]([CH2:22]C(OCC)=O)[CH2:15][CH2:16][CH2:17][CH2:18][C:19]([OH:21])=O)[C:8]1[CH:13]=[CH:12][CH:11]=[CH:10][CH:9]=1.Cl. (2) Given the product [Cl:39][C:28]1[CH:29]=[C:30]([CH2:33][C:34]([O:36][CH2:37][CH3:38])=[O:35])[CH:31]=[CH:32][C:27]=1[NH:26][C:23]([C:16]1[C:17]2[C:22](=[CH:21][CH:20]=[CH:19][CH:18]=2)[N:14]([CH3:13])[CH:15]=1)=[O:25], predict the reactants needed to synthesize it. The reactants are: CCN=C=NCCCN(C)C.Cl.[CH3:13][N:14]1[C:22]2[C:17](=[CH:18][CH:19]=[CH:20][CH:21]=2)[C:16]([C:23]([OH:25])=O)=[CH:15]1.[NH2:26][C:27]1[CH:32]=[CH:31][C:30]([CH2:33][C:34]([O:36][CH2:37][CH3:38])=[O:35])=[CH:29][C:28]=1[Cl:39].C1C=CC2N(O)N=NC=2C=1. (3) Given the product [F:11][C:9]1[CH:8]=[CH:7][CH:6]=[C:5]2[C:10]=1[CH2:2][C:3](=[O:16])[N:4]2[CH2:12][C:13]([NH2:15])=[O:14], predict the reactants needed to synthesize it. The reactants are: Br[C:2]1(Br)[C:10]2[C:5](=[CH:6][CH:7]=[CH:8][C:9]=2[F:11])[N:4]([CH2:12][C:13]([NH2:15])=[O:14])[C:3]1=[O:16]. (4) Given the product [Cl:25][C:22]1[S:21][C:20]([S:17]([NH:16][CH:4]([CH2:3][OH:2])[CH:5]([C:10]2[CH:11]=[CH:12][CH:13]=[CH:14][CH:15]=2)[C:6]([F:8])([F:7])[F:9])(=[O:19])=[O:18])=[CH:24][CH:23]=1, predict the reactants needed to synthesize it. The reactants are: C[O:2][C:3](=O)[CH:4]([NH:16][S:17]([C:20]1[S:21][C:22]([Cl:25])=[CH:23][CH:24]=1)(=[O:19])=[O:18])[CH:5]([C:10]1[CH:15]=[CH:14][CH:13]=[CH:12][CH:11]=1)[C:6]([F:9])([F:8])[F:7].[Li+].[BH4-].Cl. (5) Given the product [OH:78][CH2:77][CH2:76][NH:75][C:10](=[O:11])/[CH:9]=[C:8]1\[C:2]([F:35])([F:1])[CH2:3][CH2:4][N:5]([C:18](=[O:34])[C:19]2[CH:24]=[CH:23][C:22]([O:25][CH2:26][C@H:27]([F:29])[CH3:28])=[CH:21][C:20]=2[C:30]([F:31])([F:32])[F:33])[C:6]2[CH:16]=[CH:15][C:14]([F:17])=[CH:13][C:7]\1=2, predict the reactants needed to synthesize it. The reactants are: [F:1][C:2]1([F:35])[CH2:3][CH2:4][N:5]([C:18](=[O:34])[C:19]2[CH:24]=[CH:23][C:22]([O:25][CH2:26][C@H:27]([F:29])[CH3:28])=[CH:21][C:20]=2[C:30]([F:33])([F:32])[F:31])[C:6]2[CH:16]=[CH:15][C:14]([F:17])=[CH:13][C:7]=2/[C:8]/1=[CH:9]/[C:10](O)=[O:11].S(Cl)(Cl)=O.FC1(F)CCN(C(=O)C2C=CC(OC[C@H](F)C)=CC=2C(F)(F)F)C2C=CC(F)=CC=2/C/1=C/C(Cl)=O.[NH2:75][CH2:76][CH2:77][OH:78].